Task: Regression. Given a peptide amino acid sequence and an MHC pseudo amino acid sequence, predict their binding affinity value. This is MHC class I binding data.. Dataset: Peptide-MHC class I binding affinity with 185,985 pairs from IEDB/IMGT (1) The peptide sequence is TPNYMKLLVY. The MHC is HLA-B53:01 with pseudo-sequence HLA-B53:01. The binding affinity (normalized) is 0.366. (2) The peptide sequence is WLDSVIQYL. The MHC is HLA-A02:03 with pseudo-sequence HLA-A02:03. The binding affinity (normalized) is 0.738. (3) The peptide sequence is QLKSVGLNL. The MHC is HLA-B15:01 with pseudo-sequence HLA-B15:01. The binding affinity (normalized) is 0.115. (4) The peptide sequence is KMGKAGYVT. The MHC is HLA-A02:12 with pseudo-sequence HLA-A02:12. The binding affinity (normalized) is 0.344. (5) The peptide sequence is MQIRGFVYF. The MHC is HLA-A24:02 with pseudo-sequence HLA-A24:02. The binding affinity (normalized) is 0.674.